This data is from Full USPTO retrosynthesis dataset with 1.9M reactions from patents (1976-2016). The task is: Predict the reactants needed to synthesize the given product. (1) The reactants are: [CH:1]1([N:5]2[C:9]3[N:10]=[C:11]([CH3:14])[N:12]=[CH:13][C:8]=3[C:7]([C:15]#[N:16])=[C:6]2[Sn](CCCC)(CCCC)CCCC)[CH2:4][CH2:3][CH2:2]1.Cl[C:31]1[N:36]=[CH:35][C:34]([S:37]([NH:40][C@H:41]([CH:43]2[CH2:45][CH2:44]2)[CH3:42])(=[O:39])=[O:38])=[CH:33][CH:32]=1. Given the product [C:15]([C:7]1[C:8]2[CH:13]=[N:12][C:11]([CH3:14])=[N:10][C:9]=2[N:5]([CH:1]2[CH2:2][CH2:3][CH2:4]2)[C:6]=1[C:31]1[N:36]=[CH:35][C:34]([S:37]([NH:40][C@H:41]([CH:43]2[CH2:45][CH2:44]2)[CH3:42])(=[O:39])=[O:38])=[CH:33][CH:32]=1)#[N:16], predict the reactants needed to synthesize it. (2) Given the product [Cl:1][C:2]1[CH:11]=[C:10]2[C:5]([C:6]([N:12]3[CH2:17][CH2:16][N:15]([C:18]([NH:20][CH:21]4[CH2:27][CH2:26][CH2:25][CH2:24][CH:23]([O:28][C:32]5[CH:37]=[CH:36][CH:35]=[CH:34][N:33]=5)[CH2:22]4)=[O:19])[CH2:14][CH2:13]3)=[CH:7][CH:8]=[N:9]2)=[CH:4][CH:3]=1, predict the reactants needed to synthesize it. The reactants are: [Cl:1][C:2]1[CH:11]=[C:10]2[C:5]([C:6]([N:12]3[CH2:17][CH2:16][N:15]([C:18]([NH:20][CH:21]4[CH2:27][CH2:26][CH2:25][CH2:24][CH:23]([OH:28])[CH2:22]4)=[O:19])[CH2:14][CH2:13]3)=[CH:7][CH:8]=[N:9]2)=[CH:4][CH:3]=1.[H-].[Na+].F[C:32]1[CH:37]=[CH:36][CH:35]=[CH:34][N:33]=1. (3) Given the product [CH3:2][O:3][C:4]1[CH:11]=[CH:10][CH:9]=[CH:8][C:5]=1[CH2:6][C:13]1[S:28][C:16]2[N:17]=[C:18]([C:22]3[S:23][CH:24]=[C:25]([CH3:27])[N:26]=3)[N:19]=[C:20]([NH2:21])[C:15]=2[CH:14]=1, predict the reactants needed to synthesize it. The reactants are: [Br-].[CH3:2][O:3][C:4]1[CH:11]=[CH:10][CH:9]=[CH:8][C:5]=1[CH2:6][Zn+].Br[C:13]1[S:28][C:16]2[N:17]=[C:18]([C:22]3[S:23][CH:24]=[C:25]([CH3:27])[N:26]=3)[N:19]=[C:20]([NH2:21])[C:15]=2[CH:14]=1.CC1N=C(C2N=C(N)C3C=C(C(C4C=CC=CC=4)=C)SC=3N=2)SC=1.[Br-].C([Zn+])C1C=CC=CC=1.BrC1SC2N=C(C3OC(C)=CC=3)N=C(N)C=2C=1. (4) Given the product [C:33]([C:2]1[CH:3]=[CH:4][C:5]([S:8]([C:11]2[CH:12]=[CH:13][C:14]([CH3:27])=[C:15]([S:17]([NH:20][CH:21]3[CH2:26][CH2:25][O:24][CH2:23][CH2:22]3)(=[O:18])=[O:19])[CH:16]=2)(=[O:10])=[O:9])=[CH:6][CH:7]=1)(=[O:35])[CH3:34], predict the reactants needed to synthesize it. The reactants are: Br[C:2]1[CH:7]=[CH:6][C:5]([S:8]([C:11]2[CH:12]=[CH:13][C:14]([CH3:27])=[C:15]([S:17]([NH:20][CH:21]3[CH2:26][CH2:25][O:24][CH2:23][CH2:22]3)(=[O:19])=[O:18])[CH:16]=2)(=[O:10])=[O:9])=[CH:4][CH:3]=1.C([Sn](CCCC)(CCCC)[C:33]([O:35]CC)=[CH2:34])CCC. (5) Given the product [CH2:1]([N:8]1[CH2:13][CH2:12][C:11](=[O:14])[C:10]([C:15]2[CH:20]=[CH:19][CH:18]=[C:17]([Cl:21])[CH:16]=2)([CH3:22])[CH2:9]1)[C:2]1[CH:3]=[CH:4][CH:5]=[CH:6][CH:7]=1, predict the reactants needed to synthesize it. The reactants are: [CH2:1]([N:8]1[CH2:13][CH2:12][C:11](=[O:14])[CH:10]([C:15]2[CH:20]=[CH:19][CH:18]=[C:17]([Cl:21])[CH:16]=2)[CH2:9]1)[C:2]1[CH:7]=[CH:6][CH:5]=[CH:4][CH:3]=1.[CH:22]([N-]C(C)C)(C)C.[Li+].CI. (6) Given the product [OH:15][CH:7]([C:8]1[C:13]([CH3:14])=[CH:12][CH:11]=[CH:10][N:9]=1)[C:6]([OH:16])=[O:5], predict the reactants needed to synthesize it. The reactants are: [OH-].[Na+].C([O:5][C:6](=[O:16])[CH:7]([OH:15])[C:8]1[C:13]([CH3:14])=[CH:12][CH:11]=[CH:10][N:9]=1)C. (7) Given the product [CH2:1]([O:3][C:4]([C:6]1[C:10]([O:11][CH2:12][CH:13]=[O:33])=[C:9]([C:15]2[CH:16]=[CH:17][C:18]([Cl:21])=[CH:19][CH:20]=2)[N:8]([C:22]2[CH:27]=[CH:26][CH:25]=[CH:24][C:23]=2[Cl:28])[N:7]=1)=[O:5])[CH3:2], predict the reactants needed to synthesize it. The reactants are: [CH2:1]([O:3][C:4]([C:6]1[C:10]([O:11][CH2:12][CH:13]=C)=[C:9]([C:15]2[CH:20]=[CH:19][C:18]([Cl:21])=[CH:17][CH:16]=2)[N:8]([C:22]2[CH:27]=[CH:26][CH:25]=[CH:24][C:23]=2[Cl:28])[N:7]=1)=[O:5])[CH3:2].C[N+]1([O-])CC[O:33]CC1.I([O-])(=O)(=O)=O.[Na+]. (8) Given the product [F:13][C:12]([F:15])([F:14])[C:8]1[CH:7]=[C:6]([NH:5][C:4]2[NH:16][C:22]([C:21]3[CH:26]=[CH:27][C:18]([OH:17])=[CH:19][CH:20]=3)=[N:24][N:25]=2)[CH:11]=[CH:10][CH:9]=1, predict the reactants needed to synthesize it. The reactants are: I.CS[C:4](=[NH:16])[NH:5][C:6]1[CH:11]=[CH:10][CH:9]=[C:8]([C:12]([F:15])([F:14])[F:13])[CH:7]=1.[OH:17][C:18]1[CH:27]=[CH:26][C:21]([C:22]([NH:24][NH2:25])=O)=[CH:20][CH:19]=1. (9) Given the product [F:23][C:21]1[CH:22]=[C:17]([CH:18]=[C:19]([F:24])[CH:20]=1)[CH2:16][N:14]1[CH:15]=[C:11]([C:10]2[C:4]3[C:5](=[N:6][CH:7]=[C:2]([C:43]4[CH:44]=[CH:45][C:46]([N:49]5[CH2:54][CH2:53][N:52]([C:55]([O:57][C:58]([CH3:61])([CH3:60])[CH3:59])=[O:56])[CH2:51][CH2:50]5)=[N:47][CH:48]=4)[CH:3]=3)[N:8]([S:25]([C:28]3[CH:34]=[CH:33][C:31]([CH3:32])=[CH:30][CH:29]=3)(=[O:27])=[O:26])[CH:9]=2)[CH:12]=[N:13]1, predict the reactants needed to synthesize it. The reactants are: Br[C:2]1[CH:3]=[C:4]2[C:10]([C:11]3[CH:12]=[N:13][N:14]([CH2:16][C:17]4[CH:22]=[C:21]([F:23])[CH:20]=[C:19]([F:24])[CH:18]=4)[CH:15]=3)=[CH:9][N:8]([S:25]([C:28]3[CH:34]=[CH:33][C:31]([CH3:32])=[CH:30][CH:29]=3)(=[O:27])=[O:26])[C:5]2=[N:6][CH:7]=1.CC1(C)C(C)(C)OB([C:43]2[CH:44]=[CH:45][C:46]([N:49]3[CH2:54][CH2:53][N:52]([C:55]([O:57][C:58]([CH3:61])([CH3:60])[CH3:59])=[O:56])[CH2:51][CH2:50]3)=[N:47][CH:48]=2)O1.C(=O)([O-])[O-].[Na+].[Na+]. (10) Given the product [C:1]([N:5]1[CH:13]=[C:12]2[C:7]([C:8]([N:17]3[CH:21]=[CH:20][CH:19]=[N:18]3)=[CH:9][C:10]([NH2:14])=[CH:11]2)=[N:6]1)([CH3:4])([CH3:2])[CH3:3], predict the reactants needed to synthesize it. The reactants are: [C:1]([N:5]1[CH:13]=[C:12]2[C:7]([C:8]([N:17]3[CH:21]=[CH:20][CH:19]=[N:18]3)=[CH:9][C:10]([N+:14]([O-])=O)=[CH:11]2)=[N:6]1)([CH3:4])([CH3:3])[CH3:2].